From a dataset of Full USPTO retrosynthesis dataset with 1.9M reactions from patents (1976-2016). Predict the reactants needed to synthesize the given product. (1) Given the product [N:12]1[CH:17]=[CH:16][CH:15]=[CH:14][C:13]=1[S:18]([NH:11][CH2:10][CH2:9][NH:8][C:1](=[O:2])[O:3][C:4]([CH3:5])([CH3:6])[CH3:7])(=[O:20])=[O:19], predict the reactants needed to synthesize it. The reactants are: [C:1]([NH:8][CH2:9][CH2:10][NH2:11])([O:3][C:4]([CH3:7])([CH3:6])[CH3:5])=[O:2].[N:12]1[CH:17]=[CH:16][CH:15]=[CH:14][C:13]=1[S:18](Cl)(=[O:20])=[O:19].S(Cl)(Cl)(=O)=O.CCN(C(C)C)C(C)C. (2) Given the product [CH3:4][S:5]([CH2:8][CH2:9][CH2:10][CH2:11][CH:12]=[O:13])(=[O:7])=[O:6], predict the reactants needed to synthesize it. The reactants are: ClCCl.[CH3:4][S:5]([CH2:8][CH2:9][CH2:10][CH2:11][CH2:12][OH:13])(=[O:7])=[O:6].CS(C)=O. (3) Given the product [CH3:1][N:2]([CH3:19])[C:3]1([C:12]2[CH:17]=[CH:16][CH:15]=[C:14]([F:18])[CH:13]=2)[CH2:8][CH2:7][C:6]([CH3:11])([CH:9]=[N:21][OH:22])[CH2:5][CH2:4]1, predict the reactants needed to synthesize it. The reactants are: [CH3:1][N:2]([CH3:19])[C:3]1([C:12]2[CH:17]=[CH:16][CH:15]=[C:14]([F:18])[CH:13]=2)[CH2:8][CH2:7][C:6]([CH3:11])([CH:9]=O)[CH2:5][CH2:4]1.Cl.[NH2:21][OH:22]. (4) Given the product [CH3:15][S:16][C:17]1[CH:22]=[CH:21][CH:20]=[CH:19][C:18]=1[CH:23]([C:2]1[S:3][C:4]2[C:9]([N:1]=1)=[CH:8][CH:7]=[CH:6][N:5]=2)[NH:24][S:25]([C:28]1[CH:38]=[CH:37][C:31]2[O:32][CH2:33][CH2:34][CH2:35][O:36][C:30]=2[CH:29]=1)(=[O:27])=[O:26], predict the reactants needed to synthesize it. The reactants are: [N:1]1[C:9]2[C:4](=[N:5][CH:6]=[CH:7][CH:8]=2)[S:3][CH:2]=1.C([Li])CCC.[CH3:15][S:16][C:17]1[CH:22]=[CH:21][CH:20]=[CH:19][C:18]=1[CH:23]=[N:24][S:25]([C:28]1[CH:38]=[CH:37][C:31]2[O:32][CH2:33][CH2:34][CH2:35][O:36][C:30]=2[CH:29]=1)(=[O:27])=[O:26].C(=O)(O)[O-].[Na+]. (5) Given the product [Cl:1][C:2]1[CH:3]=[C:4]([CH:19]=[CH:20][C:21]=1[O:22][CH3:23])[CH2:5][NH:6][C:7]1[C:12]([C:13]([O:15][CH3:16])=[O:14])=[C:11]([Cl:17])[N:10]=[C:9]([S:31][CH2:30][C:27]2[CH:28]=[CH:29][CH:24]=[CH:25][CH:26]=2)[N:8]=1, predict the reactants needed to synthesize it. The reactants are: [Cl:1][C:2]1[CH:3]=[C:4]([CH:19]=[CH:20][C:21]=1[O:22][CH3:23])[CH2:5][NH:6][C:7]1[C:12]([C:13]([O:15][CH3:16])=[O:14])=[C:11]([Cl:17])[N:10]=[C:9](Cl)[N:8]=1.[CH:24]1[CH:29]=[CH:28][C:27]([CH2:30][SH:31])=[CH:26][CH:25]=1.C(N(CC)CC)C.